This data is from Catalyst prediction with 721,799 reactions and 888 catalyst types from USPTO. The task is: Predict which catalyst facilitates the given reaction. Reactant: [NH2:1][C:2]1[CH:22]=[CH:21][C:5]2[N:6]([C:10]([C:12]3[CH:17]=[C:16]([Cl:18])[C:15]([OH:19])=[C:14]([Cl:20])[CH:13]=3)=[O:11])[CH2:7][CH2:8][O:9][C:4]=2[CH:3]=1.N1C=CC=CC=1.[CH3:29][S:30](Cl)(=[O:32])=[O:31].CO. Product: [Cl:18][C:16]1[CH:17]=[C:12]([CH:13]=[C:14]([Cl:20])[C:15]=1[OH:19])[C:10]([N:6]1[C:5]2[CH:21]=[CH:22][C:2]([NH:1][S:30]([CH3:29])(=[O:32])=[O:31])=[CH:3][C:4]=2[O:9][CH2:8][CH2:7]1)=[O:11]. The catalyst class is: 2.